This data is from NCI-60 drug combinations with 297,098 pairs across 59 cell lines. The task is: Regression. Given two drug SMILES strings and cell line genomic features, predict the synergy score measuring deviation from expected non-interaction effect. (1) Drug 1: CCC1(CC2CC(C3=C(CCN(C2)C1)C4=CC=CC=C4N3)(C5=C(C=C6C(=C5)C78CCN9C7C(C=CC9)(C(C(C8N6C)(C(=O)OC)O)OC(=O)C)CC)OC)C(=O)OC)O.OS(=O)(=O)O. Drug 2: CCCCCOC(=O)NC1=NC(=O)N(C=C1F)C2C(C(C(O2)C)O)O. Cell line: CAKI-1. Synergy scores: CSS=-1.04, Synergy_ZIP=-0.659, Synergy_Bliss=-3.06, Synergy_Loewe=-0.492, Synergy_HSA=-4.32. (2) Cell line: HOP-62. Synergy scores: CSS=42.3, Synergy_ZIP=-0.999, Synergy_Bliss=-0.998, Synergy_Loewe=-5.31, Synergy_HSA=-1.08. Drug 2: CC1=C(C=C(C=C1)NC(=O)C2=CC=C(C=C2)CN3CCN(CC3)C)NC4=NC=CC(=N4)C5=CN=CC=C5. Drug 1: C1=C(C(=O)NC(=O)N1)N(CCCl)CCCl. (3) Drug 1: C1CC(=O)NC(=O)C1N2CC3=C(C2=O)C=CC=C3N. Drug 2: CS(=O)(=O)OCCCCOS(=O)(=O)C. Cell line: ACHN. Synergy scores: CSS=34.4, Synergy_ZIP=-6.58, Synergy_Bliss=-0.252, Synergy_Loewe=-0.705, Synergy_HSA=2.24. (4) Drug 1: C1=CN(C(=O)N=C1N)C2C(C(C(O2)CO)O)O.Cl. Drug 2: C1=NC2=C(N1)C(=S)N=CN2. Cell line: UACC62. Synergy scores: CSS=27.6, Synergy_ZIP=-1.60, Synergy_Bliss=2.32, Synergy_Loewe=-8.77, Synergy_HSA=3.86. (5) Drug 1: CC1C(C(=O)NC(C(=O)N2CCCC2C(=O)N(CC(=O)N(C(C(=O)O1)C(C)C)C)C)C(C)C)NC(=O)C3=C4C(=C(C=C3)C)OC5=C(C(=O)C(=C(C5=N4)C(=O)NC6C(OC(=O)C(N(C(=O)CN(C(=O)C7CCCN7C(=O)C(NC6=O)C(C)C)C)C)C(C)C)C)N)C. Drug 2: C1=CN(C(=O)N=C1N)C2C(C(C(O2)CO)O)O.Cl. Synergy scores: CSS=40.8, Synergy_ZIP=-4.37, Synergy_Bliss=-3.39, Synergy_Loewe=-16.5, Synergy_HSA=-1.14. Cell line: HT29.